Dataset: Peptide-MHC class I binding affinity with 185,985 pairs from IEDB/IMGT. Task: Regression. Given a peptide amino acid sequence and an MHC pseudo amino acid sequence, predict their binding affinity value. This is MHC class I binding data. (1) The peptide sequence is THLGPQFCK. The MHC is HLA-A31:01 with pseudo-sequence HLA-A31:01. The binding affinity (normalized) is 0.106. (2) The peptide sequence is RCWLIRNGSY. The MHC is HLA-A30:02 with pseudo-sequence HLA-A30:02. The binding affinity (normalized) is 0.743. (3) The peptide sequence is RLSCAASGFTF. The MHC is Mamu-B17 with pseudo-sequence Mamu-B17. The binding affinity (normalized) is 0.0283.